Task: Predict which catalyst facilitates the given reaction.. Dataset: Catalyst prediction with 721,799 reactions and 888 catalyst types from USPTO (1) Reactant: [NH2:1][C:2](=O)[C@H:3]([NH:5][C:6](=[O:15])[O:7][CH2:8][C:9]1[CH:14]=[CH:13][CH:12]=[CH:11][CH:10]=1)[CH3:4].ClC1N=C(Cl)N=C(Cl)N=1.O. Product: [C:2]([C@H:3]([NH:5][C:6](=[O:15])[O:7][CH2:8][C:9]1[CH:10]=[CH:11][CH:12]=[CH:13][CH:14]=1)[CH3:4])#[N:1]. The catalyst class is: 9. (2) Product: [CH3:16][O:15][C:11]1[C:10]2[C:17]([CH3:18])=[N:28][S:8][C:9]=2[CH:14]=[CH:13][CH:12]=1. The catalyst class is: 47. Reactant: C([S:8][C:9]1[CH:14]=[CH:13][CH:12]=[C:11]([O:15][CH3:16])[C:10]=1[C:17](=O)[CH3:18])C1C=CC=CC=1.C1(SC)C=CC=CC=1.[NH2:28]OS(O)(=O)=O.C(=O)([O-])O.[Na+].